This data is from Peptide-MHC class I binding affinity with 185,985 pairs from IEDB/IMGT. The task is: Regression. Given a peptide amino acid sequence and an MHC pseudo amino acid sequence, predict their binding affinity value. This is MHC class I binding data. (1) The peptide sequence is TVAPPAPVY. The MHC is HLA-A23:01 with pseudo-sequence HLA-A23:01. The binding affinity (normalized) is 0.0847. (2) The peptide sequence is LTDDMIAAY. The MHC is HLA-A69:01 with pseudo-sequence HLA-A69:01. The binding affinity (normalized) is 0.0847. (3) The peptide sequence is FLPDKAIDL. The MHC is HLA-C03:03 with pseudo-sequence HLA-C03:03. The binding affinity (normalized) is 0.723. (4) The binding affinity (normalized) is 0.302. The peptide sequence is RPVFSSPPSYF. The MHC is Mamu-B52 with pseudo-sequence Mamu-B52. (5) The peptide sequence is SLWAWVLLF. The MHC is HLA-B18:01 with pseudo-sequence HLA-B18:01. The binding affinity (normalized) is 0.0847. (6) The peptide sequence is ETIEDYLGY. The MHC is HLA-A80:01 with pseudo-sequence HLA-A80:01. The binding affinity (normalized) is 0.0847.